Dataset: Reaction yield outcomes from USPTO patents with 853,638 reactions. Task: Predict the reaction yield, written as a fraction of the theoretical maximum amount of product (1.0 means a 100% yield; for example, 0.34 means a 34% yield). (1) The reactants are [CH3:1][C:2]1[CH:3]=[C:4]([O:11][CH3:12])[CH:5]=[CH:6][C:7]=1[N+:8]([O-:10])=[O:9].[Br:13]N1C(C)(C)C(=O)N(Br)C1=O.C(O)(=O)C.N(C1(C#N)CCCCC1)=NC1(C#N)CCCCC1. The catalyst is C1(Cl)C=CC=CC=1. The product is [N+:8]([C:7]1[CH:6]=[CH:5][C:4]([O:11][CH3:12])=[CH:3][C:2]=1[CH2:1][Br:13])([O-:10])=[O:9]. The yield is 0.0319. (2) The reactants are [F:1][C:2]1[CH:7]=[CH:6][C:5]([C:8]2[C:17]3[C:12](=[CH:13][CH:14]=[C:15]([N:18]4[CH2:23][CH2:22][CH2:21][CH2:20][CH2:19]4)[CH:16]=3)[N:11]=[C:10]([CH3:24])[C:9]=2[CH:25]([OH:27])[CH3:26])=[CH:4][CH:3]=1.O[C:29]1[CH:34]=[CH:33][CH:32]=[CH:31][N:30]=1.CCOC(/N=N/C(OCC)=O)=O. The catalyst is C1COCC1. The product is [F:1][C:2]1[CH:3]=[CH:4][C:5]([C:8]2[C:17]3[C:12](=[CH:13][CH:14]=[C:15]([N:18]4[CH2:19][CH2:20][CH2:21][CH2:22][CH2:23]4)[CH:16]=3)[N:11]=[C:10]([CH3:24])[C:9]=2[CH:25]([O:27][C:29]2[CH:34]=[CH:33][CH:32]=[CH:31][N:30]=2)[CH3:26])=[CH:6][CH:7]=1. The yield is 0.320.